Dataset: CYP2C19 inhibition data for predicting drug metabolism from PubChem BioAssay. Task: Regression/Classification. Given a drug SMILES string, predict its absorption, distribution, metabolism, or excretion properties. Task type varies by dataset: regression for continuous measurements (e.g., permeability, clearance, half-life) or binary classification for categorical outcomes (e.g., BBB penetration, CYP inhibition). Dataset: cyp2c19_veith. (1) The drug is Cc1ccc(OCCCN2C(=O)C(=O)c3cccc(C)c32)cc1. The result is 1 (inhibitor). (2) The drug is CO[C@@H]1COC(=O)[C@@H](OCc2ccccc2)/C=C\[C@H](C)[C@@H](OC)COC(=O)[C@@H](CCSC)NC(=O)C/C=C\[C@H]1C. The result is 0 (non-inhibitor).